This data is from Forward reaction prediction with 1.9M reactions from USPTO patents (1976-2016). The task is: Predict the product of the given reaction. (1) Given the reactants [CH:1]1([C:4]2[CH:9]=[C:8]([F:10])[C:7]([N+:11]([O-:13])=[O:12])=[CH:6][C:5]=2[N:14]2[C:18](=[O:19])[NH:17][N:16]=[N:15]2)[CH2:3][CH2:2]1.CN(C=O)C.C([O-])([O-])=O.[K+].[K+].I[CH:32]([CH3:34])[CH3:33], predict the reaction product. The product is: [CH:1]1([C:4]2[CH:9]=[C:8]([F:10])[C:7]([N+:11]([O-:13])=[O:12])=[CH:6][C:5]=2[N:14]2[C:18](=[O:19])[N:17]([CH:32]([CH3:34])[CH3:33])[N:16]=[N:15]2)[CH2:3][CH2:2]1. (2) Given the reactants [F:1][C:2]1[C:11]2[O:10][CH2:9][CH:8]=[CH:7][C:6]=2[C:5]([C:12]([NH2:14])=[O:13])=[CH:4][CH:3]=1.[N:15]([O-:17])=[O:16].[Na+].II.S(S([O-])=O)([O-])(=O)=O.[Na+].[Na+], predict the reaction product. The product is: [F:1][C:2]1[C:11]2[O:10][CH2:9][C:8]([N+:15]([O-:17])=[O:16])=[CH:7][C:6]=2[C:5]([C:12]([NH2:14])=[O:13])=[CH:4][CH:3]=1. (3) Given the reactants [Br:1][C:2]1[CH:11]=[CH:10][CH:9]=[C:8]2[C:3]=1[CH2:4][CH2:5][NH:6][C:7]2=[O:12].[H-].[Na+].Br[CH2:16][CH:17]1[CH2:19][CH2:18]1, predict the reaction product. The product is: [Br:1][C:2]1[CH:11]=[CH:10][CH:9]=[C:8]2[C:3]=1[CH2:4][CH2:5][N:6]([CH2:16][CH:17]1[CH2:19][CH2:18]1)[C:7]2=[O:12]. (4) Given the reactants [O:1]=[C:2]1[C:11]2[C:6](=[N:7][C:8]([C:19]3[CH:24]=[CH:23][C:22]([CH3:25])=[CH:21][CH:20]=3)=[C:9]([C:12]3[CH:17]=[CH:16][C:15]([CH3:18])=[CH:14][CH:13]=3)[N:10]=2)[N:5]([C:26]([O:28][C:29]([CH3:32])([CH3:31])[CH3:30])=[O:27])[CH2:4][CH2:3]1.[CH3:33][Mg+].[Br-].[Cl-].[NH4+], predict the reaction product. The product is: [OH:1][C:2]1([CH3:33])[C:11]2[C:6](=[N:7][C:8]([C:19]3[CH:24]=[CH:23][C:22]([CH3:25])=[CH:21][CH:20]=3)=[C:9]([C:12]3[CH:13]=[CH:14][C:15]([CH3:18])=[CH:16][CH:17]=3)[N:10]=2)[N:5]([C:26]([O:28][C:29]([CH3:32])([CH3:31])[CH3:30])=[O:27])[CH2:4][CH2:3]1. (5) Given the reactants [CH3:1][S:2][C:3]1[S:7]C(C(OC)=O)=[CH:5][C:4]=1[C:12](=[O:20])NC1C=CC=CC=1.COC(C1SC(C)=C(C(O)=S)C=1)=O.C(Cl)(=O)C([Cl:37])=O.C([N:43]([CH2:47][CH3:48])C(C)C)(C)C.[NH2:49][C:50]1[CH:55]=[CH:54][CH:53]=[CH:52][CH:51]=1.C[N:57](C=O)C, predict the reaction product. The product is: [ClH:37].[CH3:1][S:2][C:3]1[S:7][C:48]([C:47]([NH2:43])=[NH:57])=[CH:5][C:4]=1[C:12](=[O:20])[NH:49][C:50]1[CH:55]=[CH:54][CH:53]=[CH:52][CH:51]=1. (6) Given the reactants [CH3:1][N:2]1[CH2:8][CH2:7][CH:6]([O:9][C:10]2[CH:15]=[CH:14][CH:13]=[CH:12][CH:11]=2)[C:5]2[CH:16]=[CH:17][C:18]([C:20]3[N:21]=[N:22][CH:23]=[CH:24][CH:25]=3)=[CH:19][C:4]=2[CH2:3]1.[C:26]([OH:35])(=[O:34])[C@@H:27]([C@H:29]([C:31]([OH:33])=[O:32])[OH:30])[OH:28].O, predict the reaction product. The product is: [C:31]([CH:29]([CH:27]([C:26]([OH:35])=[O:34])[OH:28])[OH:30])([OH:33])=[O:32].[CH3:1][N:2]1[CH2:8][CH2:7][CH:6]([O:9][C:10]2[CH:11]=[CH:12][CH:13]=[CH:14][CH:15]=2)[C:5]2[CH:16]=[CH:17][C:18]([C:20]3[N:21]=[N:22][CH:23]=[CH:24][CH:25]=3)=[CH:19][C:4]=2[CH2:3]1. (7) Given the reactants [F:1][C:2]1[CH:7]=[C:6]([F:8])[CH:5]=[CH:4][C:3]=1[NH:9][C:10]1[O:11][CH2:12][C:13](=[O:19])[C:14]=1[C:15]([O:17][CH3:18])=[O:16].ClCC(=O)CC(OC)=O.FC1C=C(F)C=CC=1N=C=O.[NH:40]1[C:48]2[C:43](=[CH:44][CH:45]=[CH:46][N:47]=2)[C:42]([CH:49]=O)=[CH:41]1.N1CCC[C@H]1C(O)=O, predict the reaction product. The product is: [NH:40]1[C:48]2=[N:47][CH:46]=[CH:45][CH:44]=[C:43]2[C:42]([CH:49]=[C:12]2[O:11][C:10]([NH:9][C:3]3[CH:4]=[CH:5][C:6]([F:8])=[CH:7][C:2]=3[F:1])=[C:14]([C:15]([O:17][CH3:18])=[O:16])[C:13]2=[O:19])=[CH:41]1. (8) The product is: [CH3:18][C:16]1[N:15]([CH3:19])[C:14]2[CH:20]=[C:6]([C:4]([OH:5])=[O:3])[C:7]3[CH2:8][CH2:9][CH:10]([C:21]4[CH:26]=[CH:25][CH:24]=[CH:23][CH:22]=4)[O:11][C:12]=3[C:13]=2[N:17]=1. Given the reactants C([O:3][C:4]([C:6]1[C:7]2[CH2:8][CH2:9][CH:10]([C:21]3[CH:26]=[CH:25][CH:24]=[CH:23][CH:22]=3)[O:11][C:12]=2[C:13]2[N:17]=[C:16]([CH3:18])[N:15]([CH3:19])[C:14]=2[CH:20]=1)=[O:5])C.[OH-].[Li+].Cl, predict the reaction product. (9) Given the reactants [H-].[Na+].[C:3]([O:7][C:8](=[O:23])[NH:9][CH2:10][CH2:11][CH2:12][O:13][C:14]1[CH:19]=[CH:18][C:17]([N+:20]([O-:22])=[O:21])=[CH:16][CH:15]=1)([CH3:6])([CH3:5])[CH3:4].I[CH2:25][CH3:26], predict the reaction product. The product is: [C:3]([O:7][C:8](=[O:23])[N:9]([CH2:25][CH3:26])[CH2:10][CH2:11][CH2:12][O:13][C:14]1[CH:15]=[CH:16][C:17]([N+:20]([O-:22])=[O:21])=[CH:18][CH:19]=1)([CH3:6])([CH3:4])[CH3:5]. (10) Given the reactants [F:1][C:2]1[CH:7]=[C:6]([CH3:8])[CH:5]=[CH:4][N:3]=1.[Cl:9]N1C(=O)CCC1=O.C(OOC(=O)C1C=CC=CC=1)(=O)C1C=CC=CC=1.C(O)(=O)C.C(#N)C, predict the reaction product. The product is: [Cl:9][CH2:8][C:6]1[CH:5]=[CH:4][N:3]=[C:2]([F:1])[CH:7]=1.